From a dataset of Full USPTO retrosynthesis dataset with 1.9M reactions from patents (1976-2016). Predict the reactants needed to synthesize the given product. (1) Given the product [C:55]([O:54][C:51]1[CH:52]=[CH:53][C:48]([CH2:47][C@H:23]([NH:22][C:19](=[O:21])[CH2:18][N:2]([CH3:1])[NH:3][C:4]([NH:5][CH2:6][C:7]2[C:16]3[C:11](=[CH:12][CH:13]=[CH:14][CH:15]=3)[CH:10]=[CH:9][CH:8]=2)=[O:17])[C:24]([N:26]([C@@H:38]([CH3:46])[CH:39]([O:43][CH2:44][CH3:45])[O:40][CH2:41][CH3:42])[CH2:27][C:28]2[CH:29]=[CH:30][CH:31]=[C:32]3[C:37]=2[N:36]=[CH:35][CH:34]=[CH:33]3)=[O:25])=[CH:49][CH:50]=1)([CH3:58])([CH3:56])[CH3:57], predict the reactants needed to synthesize it. The reactants are: [CH3:1][N:2]([CH2:18][C:19]([OH:21])=O)[NH:3][C:4](=[O:17])[NH:5][CH2:6][C:7]1[C:16]2[C:11](=[CH:12][CH:13]=[CH:14][CH:15]=2)[CH:10]=[CH:9][CH:8]=1.[NH2:22][C@@H:23]([CH2:47][C:48]1[CH:53]=[CH:52][C:51]([O:54][C:55]([CH3:58])([CH3:57])[CH3:56])=[CH:50][CH:49]=1)[C:24]([N:26]([C@@H:38]([CH3:46])[CH:39]([O:43][CH2:44][CH3:45])[O:40][CH2:41][CH3:42])[CH2:27][C:28]1[CH:29]=[CH:30][CH:31]=[C:32]2[C:37]=1[N:36]=[CH:35][CH:34]=[CH:33]2)=[O:25]. (2) Given the product [Cl:1][C:2]1[CH:7]=[CH:6][C:5]([C:8]2[N:9]([CH2:14][C@H:15]([OH:20])[C:16]([F:18])([F:19])[F:17])[C:10](=[O:13])[N:11]([CH2:22][C:23]3[S:24][C:25]([C:28]4[CH:33]=[CH:32][CH:31]=[C:30]([C:34]([F:37])([F:35])[F:36])[C:29]=4[F:38])=[CH:26][N:27]=3)[N:12]=2)=[CH:4][CH:3]=1, predict the reactants needed to synthesize it. The reactants are: [Cl:1][C:2]1[CH:7]=[CH:6][C:5]([C:8]2[N:9]([CH2:14][C@H:15]([OH:20])[C:16]([F:19])([F:18])[F:17])[C:10](=[O:13])[NH:11][N:12]=2)=[CH:4][CH:3]=1.Br[CH2:22][C:23]1[S:24][C:25]([C:28]2[CH:33]=[CH:32][CH:31]=[C:30]([C:34]([F:37])([F:36])[F:35])[C:29]=2[F:38])=[CH:26][N:27]=1. (3) Given the product [NH2:1][C@H:2]([C:12]([OH:14])=[O:13])[CH2:3][CH2:4][C:5](=[O:6])[OH:11], predict the reactants needed to synthesize it. The reactants are: [NH2:1][C@H:2]([C:12]([O:14]C(C)(C)C)=[O:13])[CH2:3][CH2:4][C:5](=[O:11])[O:6]C(C)(C)C.C(ON1C(=O)CCC1=O)(=O)CCCCCCCCCCCCCCC([O-])=O.[B-](F)(F)(F)F.CN(C(ON1C(=O)CCC1=O)=[N+](C)C)C.C(O)(C(F)(F)F)=O. (4) Given the product [CH:1]1([CH2:4][O:5][C:6]2[CH:7]=[C:8]([C:16]3[C:17]([CH3:23])([CH3:22])[C:18](=[O:19])[NH:26][N:27]=3)[CH:9]=[CH:10][C:11]=2[O:12][CH:13]([F:15])[F:14])[CH2:3][CH2:2]1, predict the reactants needed to synthesize it. The reactants are: [CH:1]1([CH2:4][O:5][C:6]2[CH:7]=[C:8]([C:16](=O)[C:17]([CH3:23])([CH3:22])[C:18](OC)=[O:19])[CH:9]=[CH:10][C:11]=2[O:12][CH:13]([F:15])[F:14])[CH2:3][CH2:2]1.O.[NH2:26][NH2:27].